From a dataset of Full USPTO retrosynthesis dataset with 1.9M reactions from patents (1976-2016). Predict the reactants needed to synthesize the given product. (1) Given the product [CH2:6]([C:5]([S:9]([C:12]1[CH:17]=[CH:16][C:15]([O:18][CH3:19])=[CH:14][CH:13]=1)(=[O:11])=[O:10])([CH2:20][CH:21]=[CH2:22])[C:4]([OH:23])=[O:3])[CH:7]=[CH2:8], predict the reactants needed to synthesize it. The reactants are: C([O:3][C:4](=[O:23])[C:5]([CH2:20][CH:21]=[CH2:22])([S:9]([C:12]1[CH:17]=[CH:16][C:15]([O:18][CH3:19])=[CH:14][CH:13]=1)(=[O:11])=[O:10])[CH2:6][CH:7]=[CH2:8])C. (2) Given the product [CH3:14][C:13]1[N:12]2[C:15]([CH:18]=[O:19])=[CH:16][N:17]=[C:11]2[CH:10]=[CH:9][C:8]=1[C:23]1[CH:24]=[N:25][CH:26]=[CH:21][CH:22]=1, predict the reactants needed to synthesize it. The reactants are: BrC(C=O)C=O.Br[C:8]1[CH:9]=[CH:10][C:11]2[N:12]([C:15]([CH:18]=[O:19])=[CH:16][N:17]=2)[C:13]=1[CH3:14].Br[C:21]1[CH:22]=[CH:23][C:24](N)=[N:25][C:26]=1C.